From a dataset of Forward reaction prediction with 1.9M reactions from USPTO patents (1976-2016). Predict the product of the given reaction. (1) Given the reactants [C:1]([O:5][C:6]([NH:8][CH:9]1[CH:13]([OH:14])[CH2:12][N:11]([C:15]([O:17][CH2:18][C:19]2[CH:24]=[CH:23][CH:22]=[CH:21][CH:20]=2)=[O:16])[CH2:10]1)=[O:7])([CH3:4])([CH3:3])[CH3:2].[H-].[Na+].[CH2:27](Br)[C:28]1[CH:33]=[CH:32][CH:31]=[CH:30][CH:29]=1.C([O-])(O)=O.[Na+], predict the reaction product. The product is: [CH2:27]([O:14][CH:13]1[CH:9]([NH:8][C:6]([O:5][C:1]([CH3:4])([CH3:2])[CH3:3])=[O:7])[CH2:10][N:11]([C:15]([O:17][CH2:18][C:19]2[CH:24]=[CH:23][CH:22]=[CH:21][CH:20]=2)=[O:16])[CH2:12]1)[C:28]1[CH:33]=[CH:32][CH:31]=[CH:30][CH:29]=1. (2) The product is: [CH2:1]([O:8][C:9]1[C:18]([CH3:19])=[CH:17][C:16]2[C:15]3[N:14]([CH:13]([CH2:20][CH3:21])[CH2:12][C:11]=2[CH:10]=1)[CH:25]=[C:26]([C:27]([OH:29])=[O:28])[C:32](=[O:34])[CH:33]=3)[C:2]1[CH:3]=[CH:4][CH:5]=[CH:6][CH:7]=1. Given the reactants [CH2:1]([O:8][C:9]1[CH:10]=[C:11]2[C:16](=[CH:17][C:18]=1[CH3:19])[CH:15]=[N:14][CH:13]([CH2:20][CH3:21])[CH2:12]2)[C:2]1[CH:7]=[CH:6][CH:5]=[CH:4][CH:3]=1.C(O[CH:25]=[C:26]([C:32](=[O:34])[CH3:33])[C:27]([O:29]CC)=[O:28])C, predict the reaction product. (3) Given the reactants C[O:2][C:3](=O)[CH2:4][C:5]1[CH:10]=[CH:9][C:8]([N+:11]([O-:13])=[O:12])=[CH:7][C:6]=1[Cl:14].[Li+].[BH4-].[NH4+].[Cl-].C(OCC)(=O)C, predict the reaction product. The product is: [Cl:14][C:6]1[CH:7]=[C:8]([N+:11]([O-:13])=[O:12])[CH:9]=[CH:10][C:5]=1[CH2:4][CH2:3][OH:2].